From a dataset of Reaction yield outcomes from USPTO patents with 853,638 reactions. Predict the reaction yield, written as a fraction of the theoretical maximum amount of product (1.0 means a 100% yield; for example, 0.34 means a 34% yield). (1) The reactants are [C:1]([O:4][CH2:5][CH2:6][C:7]1[C:12]([F:13])=[CH:11][C:10]([Br:14])=[CH:9][C:8]=1[F:15])(=[O:3])[CH3:2].[Br:16]N1C(=O)CCC1=O.N(C(C)(C)C#N)=NC(C)(C)C#N. The catalyst is C(Cl)(Cl)(Cl)Cl. The product is [C:1]([O:4][CH2:5][CH:6]([Br:16])[C:7]1[C:8]([F:15])=[CH:9][C:10]([Br:14])=[CH:11][C:12]=1[F:13])(=[O:3])[CH3:2]. The yield is 0.860. (2) The yield is 0.990. The product is [C:1]([O:5][C:6]([NH:8][CH2:9][CH2:10][CH2:11][O:12][C:13]1[CH:22]=[C:21]([N:23]2[CH2:24][CH2:25][O:26][CH2:27][CH2:28]2)[CH:20]=[CH:19][C:14]=1[C:15]([OH:17])=[O:16])=[O:7])([CH3:4])([CH3:2])[CH3:3]. The catalyst is C(O)C.O. The reactants are [C:1]([O:5][C:6]([NH:8][CH2:9][CH2:10][CH2:11][O:12][C:13]1[CH:22]=[C:21]([N:23]2[CH2:28][CH2:27][O:26][CH2:25][CH2:24]2)[CH:20]=[CH:19][C:14]=1[C:15]([O:17]C)=[O:16])=[O:7])([CH3:4])([CH3:3])[CH3:2].[OH-].[K+]. (3) The reactants are [NH2:1][C:2]1[CH:3]=[C:4]2[C:9](=[CH:10][CH:11]=1)[O:8][CH2:7][CH2:6][C:5]2=[O:12].N1C=CC=CC=1.[C:19]1([S:25](Cl)(=[O:27])=[O:26])[CH:24]=[CH:23][CH:22]=[CH:21][CH:20]=1.Cl. The catalyst is C(Cl)Cl. The product is [O:12]=[C:5]1[C:4]2[C:9](=[CH:10][CH:11]=[C:2]([NH:1][S:25]([C:19]3[CH:24]=[CH:23][CH:22]=[CH:21][CH:20]=3)(=[O:27])=[O:26])[CH:3]=2)[O:8][CH2:7][CH2:6]1. The yield is 0.740. (4) The reactants are [CH2:1]1[CH:6]([C:7](O)=[O:8])[CH2:5][CH2:4][CH:3]([NH2:10])[CH2:2]1.B.C1COCC1. The catalyst is C1COCC1. The product is [CH2:1]1[CH:6]([CH2:7][OH:8])[CH2:5][CH2:4][CH:3]([NH2:10])[CH2:2]1. The yield is 0.780. (5) The reactants are [CH:1]1[C:6]([CH:7]=O)=[CH:5][C:4]2[O:9][CH2:10][O:11][C:3]=2[CH:2]=1.N[CH:13]1[CH2:18][CH2:17][CH2:16][CH2:15][CH:14]1[NH2:19].[C:20]([BH3-])#[N:21].[Na+]. The catalyst is CO. The product is [CH2:10]1[O:11][C:3]2[CH:2]=[CH:1][C:6]([CH2:7][NH:19][C@@H:14]3[CH2:15][CH2:16][CH2:17][CH2:18][C@H:13]3[NH:21][CH2:20][C:1]3[CH:6]=[CH:5][C:4]4[O:9][CH2:10][O:11][C:3]=4[CH:2]=3)=[CH:5][C:4]=2[O:9]1. The yield is 0.300.